This data is from Forward reaction prediction with 1.9M reactions from USPTO patents (1976-2016). The task is: Predict the product of the given reaction. (1) Given the reactants ClC(OCC(C)C)=O.C[N:10]1[CH2:15][CH2:14]O[CH2:12][CH2:11]1.[C:16]([O:20][C:21]([NH:23][CH2:24][C:25]([C:27]1[CH:37]=[CH:36][C:30]([O:31][CH2:32][C:33]([OH:35])=O)=[CH:29][CH:28]=1)=[O:26])=[O:22])([CH3:19])([CH3:18])[CH3:17].C(NCC)C.C([O-])(O)=O.[Na+], predict the reaction product. The product is: [C:16]([O:20][C:21](=[O:22])[NH:23][CH2:24][C:25]([C:27]1[CH:28]=[CH:29][C:30]([O:31][CH2:32][C:33](=[O:35])[N:10]([CH2:15][CH3:14])[CH2:11][CH3:12])=[CH:36][CH:37]=1)=[O:26])([CH3:17])([CH3:18])[CH3:19]. (2) Given the reactants [ClH:1].[CH3:2][N:3]([CH3:37])[C:4](=O)[O:5]C1C=C2C(=CC=1)C(CN(CCC(N1CCC3C=C(OC)C(OC)=CC=3CC1)=O)C)C2.[CH3:38][O:39][C:40]1[C:66]([O:67][CH3:68])=[CH:65][C:43]2[CH2:44][CH2:45][N:46]([C:49](=[O:64])[CH2:50][CH2:51][N:52]([CH2:54][CH:55]3[C:62]4[C:57](=[CH:58][CH:59]=[C:60]([OH:63])[CH:61]=4)[CH2:56]3)[CH3:53])[CH2:47][CH2:48][C:42]=2[CH:41]=1, predict the reaction product. The product is: [ClH:1].[CH3:2][N:3]([CH3:37])[C:4](=[O:5])[O:63][C:60]1[CH:61]=[C:62]2[C:57](=[CH:58][CH:59]=1)[CH2:56][CH:55]2[CH2:54][N:52]([CH2:51][CH2:50][C:49]([N:46]1[CH2:47][CH2:48][C:42]2[CH:41]=[C:40]([O:39][CH3:38])[C:66]([O:67][CH3:68])=[CH:65][C:43]=2[CH2:44][CH2:45]1)=[O:64])[CH3:53].